Task: Regression. Given two drug SMILES strings and cell line genomic features, predict the synergy score measuring deviation from expected non-interaction effect.. Dataset: NCI-60 drug combinations with 297,098 pairs across 59 cell lines (1) Drug 1: CN1C(=O)N2C=NC(=C2N=N1)C(=O)N. Drug 2: C(=O)(N)NO. Cell line: PC-3. Synergy scores: CSS=-4.29, Synergy_ZIP=1.16, Synergy_Bliss=-2.26, Synergy_Loewe=-5.40, Synergy_HSA=-4.83. (2) Drug 1: C1=CC(=CC=C1CCCC(=O)O)N(CCCl)CCCl. Drug 2: CN(CCCl)CCCl.Cl. Cell line: HT29. Synergy scores: CSS=25.4, Synergy_ZIP=-5.35, Synergy_Bliss=-0.565, Synergy_Loewe=-10.4, Synergy_HSA=-2.26.